This data is from Reaction yield outcomes from USPTO patents with 853,638 reactions. The task is: Predict the reaction yield, written as a fraction of the theoretical maximum amount of product (1.0 means a 100% yield; for example, 0.34 means a 34% yield). (1) The reactants are [Cl:1][C:2]1[N:3]=[C:4]2[CH:9]=[CH:8][CH:7]=[CH:6][N:5]2[CH:10]=1.Cl[C:12]1[N:17]=[C:16]([CH3:18])[N:15]=[C:14]([N:19]([CH2:29][C:30]2[CH:35]=[CH:34][C:33]([O:36][CH3:37])=[CH:32][CH:31]=2)[CH2:20][C:21]2[CH:26]=[CH:25][C:24]([O:27][CH3:28])=[CH:23][CH:22]=2)[N:13]=1.C(=O)([O-])[O-].[K+].[K+].C1(P(C2C=CC=CC=2)C2C=CC=CC=2)C=CC=CC=1. The catalyst is C([O-])(=O)C.[Pd+2].C([O-])(=O)C.O1CCOCC1. The product is [Cl:1][C:2]1[N:3]=[C:4]2[CH:9]=[CH:8][CH:7]=[CH:6][N:5]2[C:10]=1[C:12]1[N:17]=[C:16]([CH3:18])[N:15]=[C:14]([N:19]([CH2:20][C:21]2[CH:22]=[CH:23][C:24]([O:27][CH3:28])=[CH:25][CH:26]=2)[CH2:29][C:30]2[CH:31]=[CH:32][C:33]([O:36][CH3:37])=[CH:34][CH:35]=2)[N:13]=1. The yield is 0.410. (2) The reactants are Br[C:2]1[CH:7]=[C:6]([O:8][CH3:9])[C:5]([O:10][CH3:11])=[C:4]([O:12][CH3:13])[CH:3]=1.C([O-])([O-])=O.[K+].[K+].[C:20]1([S:26]([N:29]2[C:37]3[C:32](=[CH:33][C:34]([F:38])=[CH:35][CH:36]=3)[CH:31]=[C:30]2[C:39]2[CH:40]=[C:41]([CH:44]=[CH:45][CH:46]=2)[CH:42]=[O:43])(=[O:28])=[O:27])[CH:25]=[CH:24][CH:23]=[CH:22][CH:21]=1. The catalyst is C1COCC1. The product is [C:20]1([S:26]([N:29]2[C:37]3[C:32](=[CH:33][C:34]([F:38])=[CH:35][CH:36]=3)[CH:31]=[C:30]2[C:39]2[CH:40]=[C:41]([CH:42]([C:2]3[CH:7]=[C:6]([O:8][CH3:9])[C:5]([O:10][CH3:11])=[C:4]([O:12][CH3:13])[CH:3]=3)[OH:43])[CH:44]=[CH:45][CH:46]=2)(=[O:28])=[O:27])[CH:21]=[CH:22][CH:23]=[CH:24][CH:25]=1. The yield is 0.490. (3) The reactants are [C:1]([C:4]1([NH:15][S:16]([C:18]([CH3:21])([CH3:20])[CH3:19])=[O:17])[CH2:7][N:6]([C:8]([O:10][C:11]([CH3:14])([CH3:13])[CH3:12])=[O:9])[CH2:5]1)(=[NH:3])[NH2:2].C[O-].[Na+].CN(C)/[CH:27]=[CH:28]/[CH:29]=O. The catalyst is CO. The product is [CH3:19][C:18]([CH3:21])([S:16]([NH:15][C:4]1([C:1]2[N:2]=[CH:29][CH:28]=[CH:27][N:3]=2)[CH2:5][N:6]([C:8]([O:10][C:11]([CH3:13])([CH3:14])[CH3:12])=[O:9])[CH2:7]1)=[O:17])[CH3:20]. The yield is 0.120. (4) The reactants are [C:1]([O:5][C:6]([N:8]1[CH2:13][CH2:12][CH:11]=[C:10](C(O)=O)[CH2:9]1)=[O:7])([CH3:4])([CH3:3])[CH3:2].C([N:19]([CH2:22][CH3:23])CC)C.[CH:24]1C=[CH:28][CH:27]=[CH:26][CH:25]=1.C1(P(N=[N+]=[N-])(C2C=CC=CC=2)=[O:37])C=CC=CC=1. The catalyst is C1(C)C=CC=CC=1. The product is [C:1]([O:5][C:6]([N:8]1[CH2:9][C:10]2[NH:19][C:22](=[O:37])[C:23]3[CH:24]=[CH:25][CH:26]=[CH:27][C:28]=3[C:11]=2[CH2:12][CH2:13]1)=[O:7])([CH3:2])([CH3:3])[CH3:4]. The yield is 0.330. (5) The reactants are [NH2:1][C@:2]([CH3:14])([CH2:5][CH2:6][C:7]1[N:8]([CH2:12][CH3:13])[CH:9]=[CH:10][CH:11]=1)[CH2:3][OH:4].[C:15](OC(OC(C)(C)C)=O)(OC(C)(C)C)=[O:16].C(N(CC)CC)C.O. The catalyst is ClCCl.CN(C)C1C=CN=CC=1. The product is [CH3:14][C@@:2]1([CH2:5][CH2:6][C:7]2[N:8]([CH2:12][CH3:13])[CH:9]=[CH:10][CH:11]=2)[CH2:3][O:4][C:15](=[O:16])[NH:1]1. The yield is 0.580.